Dataset: Full USPTO retrosynthesis dataset with 1.9M reactions from patents (1976-2016). Task: Predict the reactants needed to synthesize the given product. Given the product [F:1][C:2]1[CH:3]=[C:4]2[C:9](=[CH:10][C:11]=1[F:12])[N:8]([CH2:16][CH2:17][C:18]1[CH:23]=[CH:22][CH:21]=[CH:20][CH:19]=1)[CH:7]=[C:6]([C:13]#[N:14])[C:5]2=[O:15], predict the reactants needed to synthesize it. The reactants are: [F:1][C:2]1[CH:3]=[C:4]2[C:9](=[CH:10][C:11]=1[F:12])[NH:8][CH:7]=[C:6]([C:13]#[N:14])[C:5]2=[O:15].[CH2:16](Cl)[CH2:17][C:18]1[CH:23]=[CH:22][CH:21]=[CH:20][CH:19]=1.